Dataset: Peptide-MHC class I binding affinity with 185,985 pairs from IEDB/IMGT. Task: Regression. Given a peptide amino acid sequence and an MHC pseudo amino acid sequence, predict their binding affinity value. This is MHC class I binding data. (1) The peptide sequence is EMADYIFFV. The MHC is HLA-B08:01 with pseudo-sequence HLA-B08:01. The binding affinity (normalized) is 0.0847. (2) The peptide sequence is QLEVRSTEV. The MHC is HLA-A02:01 with pseudo-sequence HLA-A02:01. The binding affinity (normalized) is 0.0847. (3) The peptide sequence is FLIFFDLFLV. The MHC is HLA-A68:02 with pseudo-sequence HLA-A68:02. The binding affinity (normalized) is 0.463. (4) The peptide sequence is TEHGTTATI. The MHC is HLA-B40:01 with pseudo-sequence HLA-B40:01. The binding affinity (normalized) is 0.626. (5) The peptide sequence is LPLNRAYPL. The MHC is HLA-B35:01 with pseudo-sequence HLA-B35:01. The binding affinity (normalized) is 1.00. (6) The peptide sequence is MRNTIMASK. The MHC is HLA-A23:01 with pseudo-sequence HLA-A23:01. The binding affinity (normalized) is 0.0847. (7) The peptide sequence is VLEWRFDSRL. The MHC is HLA-B58:01 with pseudo-sequence HLA-B58:01. The binding affinity (normalized) is 0.